Dataset: Full USPTO retrosynthesis dataset with 1.9M reactions from patents (1976-2016). Task: Predict the reactants needed to synthesize the given product. Given the product [CH2:33]([O:32][CH2:31][C@@:13]12[CH2:12][N:11]([S:8]([C:5]3[CH:6]=[N:7][C:2]([NH:36][CH3:35])=[CH:3][CH:4]=3)(=[O:10])=[O:9])[CH2:20][CH2:19][C:18]1=[CH:17][C:16]1[N:21]([C:24]3[CH:29]=[CH:28][C:27]([F:30])=[CH:26][CH:25]=3)[N:22]=[CH:23][C:15]=1[CH2:14]2)[CH3:34], predict the reactants needed to synthesize it. The reactants are: Cl[C:2]1[N:7]=[CH:6][C:5]([S:8]([N:11]2[CH2:20][CH2:19][C:18]3[C@:13]([CH2:31][O:32][CH2:33][CH3:34])([CH2:14][C:15]4[CH:23]=[N:22][N:21]([C:24]5[CH:29]=[CH:28][C:27]([F:30])=[CH:26][CH:25]=5)[C:16]=4[CH:17]=3)[CH2:12]2)(=[O:10])=[O:9])=[CH:4][CH:3]=1.[CH3:35][NH2:36].